Dataset: Forward reaction prediction with 1.9M reactions from USPTO patents (1976-2016). Task: Predict the product of the given reaction. (1) Given the reactants [Br:1][C:2]1[S:6][C:5]([C:7]([O:9][CH3:10])=[O:8])=[C:4]([CH:11](Br)Br)[CH:3]=1.Cl.C([OH:17])C.O, predict the reaction product. The product is: [Br:1][C:2]1[S:6][C:5]([C:7]([O:9][CH3:10])=[O:8])=[C:4]([CH:11]=[O:17])[CH:3]=1. (2) Given the reactants [F:1][C:2]1[CH:3]=[CH:4][C:5]2[N:6]([C:8]([C:11]3[N:16]=[C:15]([N:17](CC4C=CC(OC)=CC=4)[C@H:18]([C:20]4[CH:25]=[CH:24][CH:23]=[CH:22][CH:21]=4)[CH3:19])[CH:14]=[CH:13][N:12]=3)=[CH:9][N:10]=2)[CH:7]=1.FC(F)(F)C(O)=O, predict the reaction product. The product is: [F:1][C:2]1[CH:3]=[CH:4][C:5]2[N:6]([C:8]([C:11]3[N:16]=[C:15]([NH:17][C@H:18]([C:20]4[CH:21]=[CH:22][CH:23]=[CH:24][CH:25]=4)[CH3:19])[CH:14]=[CH:13][N:12]=3)=[CH:9][N:10]=2)[CH:7]=1. (3) Given the reactants [CH:1]1([CH2:4][OH:5])[CH2:3][CH2:2]1.[H-].[Na+].[Br:8][C:9]1[CH:10]=[C:11]([Cl:16])[C:12](Cl)=[N:13][CH:14]=1, predict the reaction product. The product is: [Br:8][C:9]1[CH:10]=[C:11]([Cl:16])[C:12]([O:5][CH2:4][CH:1]2[CH2:3][CH2:2]2)=[N:13][CH:14]=1.